From a dataset of Reaction yield outcomes from USPTO patents with 853,638 reactions. Predict the reaction yield, written as a fraction of the theoretical maximum amount of product (1.0 means a 100% yield; for example, 0.34 means a 34% yield). The reactants are Cl[C:2]1[N:11]=[CH:10][C:9]([Cl:12])=[CH:8][C:3]=1[C:4]([O:6][CH3:7])=[O:5].[NH3:13]. The catalyst is CC(C)=O.CO. The product is [NH2:13][C:2]1[N:11]=[CH:10][C:9]([Cl:12])=[CH:8][C:3]=1[C:4]([O:6][CH3:7])=[O:5]. The yield is 0.750.